Task: Predict the product of the given reaction.. Dataset: Forward reaction prediction with 1.9M reactions from USPTO patents (1976-2016) (1) Given the reactants Cl[C:2]1[C:3]2[C:10]3[CH2:11][N:12](C(OC(C)(C)C)=O)[CH2:13][CH2:14][C:9]=3[S:8][C:4]=2[N:5]=[CH:6][N:7]=1.[Cl:22][C:23]1[CH:24]=[C:25]([CH:27]=[CH:28][C:29]=1[Cl:30])[NH2:26], predict the reaction product. The product is: [Cl:22][C:23]1[CH:24]=[C:25]([NH:26][C:2]2[C:3]3[C:10]4[CH2:11][NH:12][CH2:13][CH2:14][C:9]=4[S:8][C:4]=3[N:5]=[CH:6][N:7]=2)[CH:27]=[CH:28][C:29]=1[Cl:30]. (2) Given the reactants [OH:1][C:2]1[CH:19]=[CH:18][C:17]2[C@@H:16]3[C@H:7]([C@H:8]4[C@@:12]([CH2:14][CH2:15]3)([CH3:13])[C:11](=[O:20])[CH2:10][CH2:9]4)[CH2:6][CH2:5][C:4]=2[CH:3]=1.[Si:21](Cl)([C:24]([CH3:27])([CH3:26])[CH3:25])([CH3:23])[CH3:22].N1C=CN=C1.O, predict the reaction product. The product is: [Si:21]([O:1][C:2]1[CH:19]=[CH:18][C:17]2[C@@H:16]3[C@H:7]([C@H:8]4[C@@:12]([CH2:14][CH2:15]3)([CH3:13])[C:11](=[O:20])[CH2:10][CH2:9]4)[CH2:6][CH2:5][C:4]=2[CH:3]=1)([C:24]([CH3:27])([CH3:26])[CH3:25])([CH3:23])[CH3:22]. (3) Given the reactants [N:1]([C:10]1[CH:16]=[CH:15][C:13]([NH2:14])=[CH:12][CH:11]=1)=[N:2][C:3]1[CH:9]=[CH:8][C:6]([NH2:7])=[CH:5][CH:4]=1.[C:17](Cl)(=[O:24])[C:18]1[CH:23]=[CH:22][CH:21]=[CH:20][CH:19]=1.C(OCC)(=O)C, predict the reaction product. The product is: [C:17]([NH:14][C:13]1[CH:15]=[CH:16][C:10]([N:1]=[N:2][C:3]2[CH:4]=[CH:5][C:6]([NH2:7])=[CH:8][CH:9]=2)=[CH:11][CH:12]=1)(=[O:24])[C:18]1[CH:23]=[CH:22][CH:21]=[CH:20][CH:19]=1. (4) Given the reactants [Si:1]([O:8][CH:9]1[CH2:13][CH2:12][O:11][C:10]1=[O:14])([C:4]([CH3:7])([CH3:6])[CH3:5])([CH3:3])[CH3:2].[NH3:15], predict the reaction product. The product is: [Si:1]([O:8][C@@H:9]([CH2:13][CH2:12][OH:11])[C:10]([NH2:15])=[O:14])([C:4]([CH3:7])([CH3:6])[CH3:5])([CH3:3])[CH3:2]. (5) Given the reactants [NH2:1][C:2]1[N:32]=[C:5]2[CH:6]=[CH:7][C:8]([O:10][C:11]3[CH:12]=[C:13]([NH:18][C:19](=[O:31])[C:20]4[CH:25]=[CH:24][CH:23]=[C:22]([C:26]([C:29]#[N:30])([CH3:28])[CH3:27])[CH:21]=4)[CH:14]=[CH:15][C:16]=3[CH3:17])=[CH:9][N:4]2[N:3]=1.Cl[CH2:34][C:35](Cl)=[O:36].C(N(CC)CC)C.[CH3:45][N:46]1[CH2:51][CH2:50][NH:49][CH2:48][CH2:47]1.C(=O)([O-])O.[Na+], predict the reaction product. The product is: [C:29]([C:26]([C:22]1[CH:21]=[C:20]([CH:25]=[CH:24][CH:23]=1)[C:19]([NH:18][C:13]1[CH:14]=[CH:15][C:16]([CH3:17])=[C:11]([O:10][C:8]2[CH:7]=[CH:6][C:5]3[N:4]([N:3]=[C:2]([NH:1][C:35](=[O:36])[CH2:34][N:49]4[CH2:50][CH2:51][N:46]([CH3:45])[CH2:47][CH2:48]4)[N:32]=3)[CH:9]=2)[CH:12]=1)=[O:31])([CH3:28])[CH3:27])#[N:30]. (6) The product is: [CH3:37][O:36][C:35](=[O:38])[NH:1][CH2:2][CH2:3][CH2:4][N:5]1[C:13]2[C:8](=[CH:9][C:10]([Cl:14])=[CH:11][CH:12]=2)[CH:7]=[C:6]1[CH2:15][N:16]1[C:20]2=[CH:21][N:22]=[CH:23][CH:24]=[C:19]2[C:18]2([CH2:26][CH2:25]2)[C:17]1=[O:27]. Given the reactants [NH2:1][CH2:2][CH2:3][CH2:4][N:5]1[C:13]2[C:8](=[CH:9][C:10]([Cl:14])=[CH:11][CH:12]=2)[CH:7]=[C:6]1[CH2:15][N:16]1[C:20]2=[CH:21][N:22]=[CH:23][CH:24]=[C:19]2[C:18]2([CH2:26][CH2:25]2)[C:17]1=[O:27].C(N(CC)CC)C.[C:35](Cl)(=[O:38])[O:36][CH3:37], predict the reaction product. (7) Given the reactants [CH3:1][O:2][C:3]1[C:4]([NH:15][S:16](C2C=CC=CC=2[N+]([O-])=O)(=[O:18])=[O:17])=[CH:5][C:6]2[CH2:12][CH2:11][N:10]([CH3:13])[CH2:9][CH2:8][C:7]=2[CH:14]=1, predict the reaction product. The product is: [NH2:15][C:4]1[CH:5]=[CH:6][C:7]([S:16]([NH:15][C:4]2[C:3]([O:2][CH3:1])=[CH:14][C:7]3[CH2:8][CH2:9][N:10]([CH3:13])[CH2:11][CH2:12][C:6]=3[CH:5]=2)(=[O:18])=[O:17])=[CH:14][CH:3]=1. (8) Given the reactants F[C:2]1[CH:3]=[CH:4][CH:5]=[C:6]2[C:11]=1[N:10]=[CH:9][C:8]([I:12])=[CH:7]2.C(=O)([O-])[O-].[K+].[K+].[NH:19]1[CH2:24][CH2:23][NH:22][CH2:21][CH2:20]1.CS(C)=O, predict the reaction product. The product is: [I:12][C:8]1[CH:9]=[N:10][C:11]2[C:6]([CH:7]=1)=[CH:5][CH:4]=[CH:3][C:2]=2[N:19]1[CH2:24][CH2:23][NH:22][CH2:21][CH2:20]1.